The task is: Predict the reaction yield, written as a fraction of the theoretical maximum amount of product (1.0 means a 100% yield; for example, 0.34 means a 34% yield).. This data is from Reaction yield outcomes from USPTO patents with 853,638 reactions. (1) The reactants are [CH2:1]([O:3][C:4]1[CH:5]=[C:6]([C:10]2[CH:15]=[CH:14][C:13]([CH2:16][C:17](O)=[O:18])=[C:12]([N+:20]([O-])=O)[CH:11]=2)[CH:7]=[CH:8][CH:9]=1)[CH3:2]. The catalyst is C(O)(=O)C.[Fe]. The product is [CH2:1]([O:3][C:4]1[CH:5]=[C:6]([C:10]2[CH:11]=[C:12]3[C:13]([CH2:16][C:17](=[O:18])[NH:20]3)=[CH:14][CH:15]=2)[CH:7]=[CH:8][CH:9]=1)[CH3:2]. The yield is 0.910. (2) The catalyst is CO.[Pd]. The reactants are [CH3:1][O:2][C:3](=[O:16])[C:4]1[CH:9]=[CH:8][CH:7]=[C:6]([C:10]#[N:11])[C:5]=1[C:12]([O:14][CH3:15])=[O:13].[H][H].[ClH:19]. The yield is 0.900. The product is [ClH:19].[CH3:1][O:2][C:3](=[O:16])[C:4]1[CH:9]=[CH:8][CH:7]=[C:6]([CH2:10][NH2:11])[C:5]=1[C:12]([O:14][CH3:15])=[O:13]. (3) The yield is 0.270. The catalyst is CO. The reactants are [NH2:1][C:2]1[N:10]=[CH:9][N:8]=[C:7]2[C:3]=1[N:4]=[CH:5][N:6]2[C@H:11]1[C@H:15]([OH:16])[CH2:14][C@@H:13]([CH2:17][NH:18][CH:19]([CH3:21])[CH3:20])[O:12]1.[C:22]([C:26]1[CH:31]=[CH:30][C:29]([NH:32][C:33]([NH:35][CH2:36][CH2:37][CH:38]=O)=[O:34])=[CH:28][CH:27]=1)([CH3:25])([CH3:24])[CH3:23].[BH-](OC(C)=O)(OC(C)=O)OC(C)=O.[Na+].C([O-])(O)=O.[Na+]. The product is [NH3:1].[OH2:12].[NH2:1][C:2]1[N:10]=[CH:9][N:8]=[C:7]2[C:3]=1[N:4]=[CH:5][N:6]2[C@@H:11]1[O:12][C@H:13]([CH2:17][N:18]([CH:19]([CH3:21])[CH3:20])[CH2:38][CH2:37][CH2:36][NH:35][C:33]([NH:32][C:29]2[CH:28]=[CH:27][C:26]([C:22]([CH3:23])([CH3:25])[CH3:24])=[CH:31][CH:30]=2)=[O:34])[CH2:14][C@H:15]1[OH:16]. (4) The reactants are [CH3:1][O:2][C:3]1[CH:4]=[C:5]2[C:10](=[CH:11][CH:12]=1)[C:9](O)=[N:8][C:7]([N:14]1[CH2:18][CH2:17][CH2:16][CH2:15]1)=[CH:6]2.O=P(Cl)(Cl)[Cl:21]. No catalyst specified. The product is [Cl:21][C:9]1[C:10]2[C:5](=[CH:4][C:3]([O:2][CH3:1])=[CH:12][CH:11]=2)[CH:6]=[C:7]([N:14]2[CH2:18][CH2:17][CH2:16][CH2:15]2)[N:8]=1. The yield is 0.483. (5) The reactants are [Cl:1][C:2]1[CH:3]=[CH:4][C:5]2[CH:6]=[C:7]3[CH2:14][NH:13][CH2:12][C@H:11]([CH3:15])[N:8]3[C:9]=2[CH:10]=1.[BH4-].[Na+].[OH-].[Na+]. The catalyst is O1CCCC1.FC(F)(F)C(O)=O. The product is [Cl:1][C:2]1[CH:3]=[CH:4][C:5]2[CH2:6][C@H:7]3[CH2:14][NH:13][CH2:12][C@H:11]([CH3:15])[N:8]3[C:9]=2[CH:10]=1.[Cl:1][C:2]1[CH:3]=[CH:4][C:5]2[CH2:6][C@@H:7]3[CH2:14][NH:13][CH2:12][C@H:11]([CH3:15])[N:8]3[C:9]=2[CH:10]=1. The yield is 0.740. (6) The reactants are [C:1]([O:5][C:6]([NH:8][C@@H:9]1[C:23](=[O:24])[N:22]2[CH2:25][C@@H:26]([OH:28])[CH2:27][C@H:21]2[C:20](=[O:29])[NH:19][C@:18]2([C:31]([O:33][CH2:34][CH3:35])=[O:32])[CH2:30][C@H:17]2[CH:16]=[CH:15][CH2:14][CH2:13][CH2:12][CH2:11][CH2:10]1)=[O:7])([CH3:4])([CH3:3])[CH3:2].C1N2CCN(CC2)C1.[Br:44][C:45]1[CH:50]=[CH:49][C:48]([S:51](Cl)(=[O:53])=[O:52])=[CH:47][CH:46]=1. The catalyst is C1(C)C=CC=CC=1. The product is [Br:44][C:45]1[CH:50]=[CH:49][C:48]([S:51]([O:28][C@@H:26]2[CH2:25][N:22]3[C:23](=[O:24])[C@@H:9]([NH:8][C:6]([O:5][C:1]([CH3:4])([CH3:3])[CH3:2])=[O:7])[CH2:10][CH2:11][CH2:12][CH2:13][CH2:14][CH:15]=[CH:16][C@@H:17]4[CH2:30][C@@:18]4([C:31]([O:33][CH2:34][CH3:35])=[O:32])[NH:19][C:20](=[O:29])[C@@H:21]3[CH2:27]2)(=[O:53])=[O:52])=[CH:47][CH:46]=1. The yield is 0.870. (7) The yield is 0.260. The reactants are I[C:2]1[C:10]2[C:5](=[CH:6][CH:7]=[C:8]([NH:11][C:12](=[O:24])[CH:13]([N:19]3[CH2:23][CH2:22][CH2:21][CH2:20]3)[C:14]3[CH:18]=[CH:17][S:16][CH:15]=3)[CH:9]=2)[NH:4][N:3]=1.[O:25]1[CH2:28][CH:27]([N:29]2[CH2:32][CH:31]([O:33][C:34]3[CH:39]=[CH:38][C:37](B4OC(C)(C)C(C)(C)O4)=[CH:36][CH:35]=3)[CH2:30]2)[CH2:26]1.C([O-])([O-])=O.[Na+].[Na+]. The product is [O:25]1[CH2:26][CH:27]([N:29]2[CH2:32][CH:31]([O:33][C:34]3[CH:39]=[CH:38][C:37]([C:2]4[C:10]5[C:5](=[CH:6][CH:7]=[C:8]([NH:11][C:12](=[O:24])[CH:13]([N:19]6[CH2:23][CH2:22][CH2:21][CH2:20]6)[C:14]6[CH:18]=[CH:17][S:16][CH:15]=6)[CH:9]=5)[NH:4][N:3]=4)=[CH:36][CH:35]=3)[CH2:30]2)[CH2:28]1. The catalyst is CCO.C1C=CC([P]([Pd]([P](C2C=CC=CC=2)(C2C=CC=CC=2)C2C=CC=CC=2)([P](C2C=CC=CC=2)(C2C=CC=CC=2)C2C=CC=CC=2)[P](C2C=CC=CC=2)(C2C=CC=CC=2)C2C=CC=CC=2)(C2C=CC=CC=2)C2C=CC=CC=2)=CC=1.